From a dataset of Full USPTO retrosynthesis dataset with 1.9M reactions from patents (1976-2016). Predict the reactants needed to synthesize the given product. (1) The reactants are: Br[C:2]1[C:10]2[N:9]3[C@H:11]([CH3:16])[CH2:12][NH:13][C:14](=[O:15])[C:8]3=[CH:7][C:6]=2[CH:5]=[CH:4][CH:3]=1.[C:17]1(B(O)O)[CH:22]=[CH:21][CH:20]=[CH:19][CH:18]=1.C(=O)([O-])[O-].[Na+].[Na+].C1(P(C2C=CC=CC=2)C2C=CC=CC=2)C=CC=CC=1. Given the product [CH3:16][C@H:11]1[N:9]2[C:10]3[C:2]([C:17]4[CH:22]=[CH:21][CH:20]=[CH:19][CH:18]=4)=[CH:3][CH:4]=[CH:5][C:6]=3[CH:7]=[C:8]2[C:14](=[O:15])[NH:13][CH2:12]1, predict the reactants needed to synthesize it. (2) The reactants are: O[O:2][S:3]([O-:5])=O.[K+].[Br:7][C:8]1[CH:32]=[CH:31][C:11]([NH:12][C:13]2[C:22]3[C:17](=[CH:18][C:19]([O:25][CH2:26][CH2:27][CH2:28]SC)=[C:20]([O:23][CH3:24])[CH:21]=3)[N:16]=[CH:15][N:14]=2)=[C:10]([F:33])[CH:9]=1.[CH3:34]O. Given the product [Br:7][C:8]1[CH:32]=[CH:31][C:11]([NH:12][C:13]2[C:22]3[C:17](=[CH:18][C:19]([O:25][CH2:26][CH2:27][CH2:28][S:3]([CH3:34])(=[O:5])=[O:2])=[C:20]([O:23][CH3:24])[CH:21]=3)[N:16]=[CH:15][N:14]=2)=[C:10]([F:33])[CH:9]=1, predict the reactants needed to synthesize it. (3) Given the product [CH2:13]([O:2][C:1]([C:4]1[CH:5]=[CH:6][C:7]([B:10]([OH:12])[OH:11])=[CH:8][CH:9]=1)=[O:3])[CH3:14], predict the reactants needed to synthesize it. The reactants are: [C:1]([C:4]1[CH:9]=[CH:8][C:7]([B:10]([OH:12])[OH:11])=[CH:6][CH:5]=1)([OH:3])=[O:2].[CH2:13](O)[CH3:14].Cl. (4) Given the product [F:24][B-:25]([F:28])([F:27])[F:26].[CH3:1][N+:2]1[C:6]([S:7][CH:8]([CH3:11])[CH2:9][CH3:10])=[N:5][N:4]([CH:8]([CH3:11])[CH2:9][CH3:10])[N:3]=1, predict the reactants needed to synthesize it. The reactants are: [CH3:1][N+:2]1[C:6]([S-:7])=[N:5][N:4]([CH:8]([CH3:11])[CH2:9][CH3:10])[N:3]=1.S(=O)(=O)(O)O.[OH-].[Na+].C(=O)(O)[O-].[Na+].[F:24][B-:25]([F:28])([F:27])[F:26].[Na+]. (5) Given the product [CH2:11]([C:6]1[CH:7]=[CH:8][CH:9]=[C:4]([CH:1]([CH3:3])[CH3:2])[C:5]=1[OH:10])[CH3:12], predict the reactants needed to synthesize it. The reactants are: [CH:1]([C:4]1[CH:9]=[CH:8][CH:7]=[CH:6][C:5]=1[OH:10])([CH3:3])[CH3:2].[CH3:11][CH2:12]CCCC.C([Li])CCC.Cl[Sn](Cl)(Cl)Cl.FC(F)(F)CO.C[Si](C#C)(C)C.[F-].[K+]. (6) Given the product [C:40]([O:39][C:37]([NH:36][C@H:23]1[C@H:24]([O:28][Si:29]([C:32]([CH3:35])([CH3:34])[CH3:33])([CH3:31])[CH3:30])[C@@H:25]([CH3:27])[CH2:26][N:21]([C:20]2[CH:19]=[CH:18][N:17]=[CH:16][C:15]=2[NH:14][C:12]([C:8]2[C:7]([NH:44][C:45](=[O:54])[O:46][CH2:47][C:48]3[CH:49]=[CH:50][CH:51]=[CH:52][CH:53]=3)=[CH:6][C:5]3[C:10](=[CH:11][C:2]([C:73]4[CH2:72][CH2:71][N:70]([CH3:69])[CH2:75][CH:74]=4)=[CH:3][CH:4]=3)[N:9]=2)=[O:13])[CH2:22]1)=[O:38])([CH3:41])([CH3:42])[CH3:43], predict the reactants needed to synthesize it. The reactants are: Br[C:2]1[CH:11]=[C:10]2[C:5]([CH:6]=[C:7]([NH:44][C:45](=[O:54])[O:46][CH2:47][C:48]3[CH:53]=[CH:52][CH:51]=[CH:50][CH:49]=3)[C:8]([C:12]([NH:14][C:15]3[CH:16]=[N:17][CH:18]=[CH:19][C:20]=3[N:21]3[CH2:26][C@H:25]([CH3:27])[C@@H:24]([O:28][Si:29]([C:32]([CH3:35])([CH3:34])[CH3:33])([CH3:31])[CH3:30])[C@H:23]([NH:36][C:37]([O:39][C:40]([CH3:43])([CH3:42])[CH3:41])=[O:38])[CH2:22]3)=[O:13])=[N:9]2)=[CH:4][CH:3]=1.[O-]P([O-])([O-])=O.[K+].[K+].[K+].O1CCOCC1.[CH3:69][N:70]1[CH2:75][CH:74]=[C:73](B2OC(C)(C)C(C)(C)O2)[CH2:72][CH2:71]1. (7) Given the product [CH3:4][C:2]([C:5]1[CH:6]=[C:7]([CH:21]=[C:22]([C:25]([CH3:28])([CH3:27])[CH3:26])[C:23]=1[OH:24])[C:8]([NH:10][CH2:11][C:12]1[CH:17]=[CH:16][CH:15]=[C:14]([NH2:18])[CH:13]=1)=[O:9])([CH3:1])[CH3:3], predict the reactants needed to synthesize it. The reactants are: [CH3:1][C:2]([C:5]1[CH:6]=[C:7]([CH:21]=[C:22]([C:25]([CH3:28])([CH3:27])[CH3:26])[C:23]=1[OH:24])[C:8]([NH:10][CH2:11][C:12]1[CH:17]=[CH:16][CH:15]=[C:14]([N+:18]([O-])=O)[CH:13]=1)=[O:9])([CH3:4])[CH3:3].[H][H]. (8) Given the product [Si:12]([O:1][C@H:2]1[CH2:6][NH:5][C:4](=[O:7])[CH2:3]1)([C:9]([CH3:11])([CH3:10])[CH3:8])([CH3:14])[CH3:13], predict the reactants needed to synthesize it. The reactants are: [OH:1][C@H:2]1[CH2:6][NH:5][C:4](=[O:7])[CH2:3]1.[CH3:8][C:9]([Si:12](Cl)([CH3:14])[CH3:13])([CH3:11])[CH3:10].N1C=CN=C1.O. (9) Given the product [CH3:13][CH:12]([CH2:11][C:6]1[C:5]2[C:9](=[CH:10][C:2]([F:1])=[CH:3][CH:4]=2)[NH:8][CH:7]=1)[NH2:14], predict the reactants needed to synthesize it. The reactants are: [F:1][C:2]1[CH:10]=[C:9]2[C:5]([C:6]([CH:11]=[C:12]([N+:14]([O-])=O)[CH3:13])=[CH:7][NH:8]2)=[CH:4][CH:3]=1.[H-].[H-].[H-].[H-].[Li+].[Al+3].O.